From a dataset of Forward reaction prediction with 1.9M reactions from USPTO patents (1976-2016). Predict the product of the given reaction. Given the reactants N1C=CC=CC=1.[CH2:7]([C:9]([C:34]1[CH:39]=[CH:38][C:37]([OH:40])=[C:36]([CH3:41])[CH:35]=1)([C:12]1[CH:17]=[CH:16][C:15]([C:18]#[C:19][C:20]([O:29]COC)([C:25]([F:28])([F:27])[F:26])[C:21]([F:24])([F:23])[F:22])=[C:14]([CH3:33])[CH:13]=1)[CH2:10][CH3:11])[CH3:8].FC(F)(F)S(OS(C(F)(F)F)(=O)=O)(=O)=O.O, predict the reaction product. The product is: [CH2:7]([C:9]([C:34]1[CH:39]=[CH:38][C:37]([OH:40])=[C:36]([CH3:41])[CH:35]=1)([C:12]1[CH:17]=[CH:16][C:15]([C:18]#[C:19][C:20]([OH:29])([C:25]([F:26])([F:27])[F:28])[C:21]([F:24])([F:23])[F:22])=[C:14]([CH3:33])[CH:13]=1)[CH2:10][CH3:11])[CH3:8].